Dataset: Catalyst prediction with 721,799 reactions and 888 catalyst types from USPTO. Task: Predict which catalyst facilitates the given reaction. (1) Reactant: FC(F)(F)C(O)=O.COC1C=C(OC)C=CC=1C[N:13]([C:32]1[CH:37]=[CH:36][C:35]([F:38])=[CH:34][CH:33]=1)[S:14]([C:17]1[CH:18]=[C:19]2[C:23](=[CH:24][CH:25]=1)[CH2:22][N:21]([C:26]1[CH:31]=[CH:30][CH:29]=[CH:28][CH:27]=1)[CH2:20]2)(=[O:16])=[O:15].C(=O)([O-])O.[Na+]. Product: [F:38][C:35]1[CH:34]=[CH:33][C:32]([NH:13][S:14]([C:17]2[CH:18]=[C:19]3[C:23](=[CH:24][CH:25]=2)[CH2:22][N:21]([C:26]2[CH:31]=[CH:30][CH:29]=[CH:28][CH:27]=2)[CH2:20]3)(=[O:16])=[O:15])=[CH:37][CH:36]=1. The catalyst class is: 22. (2) Reactant: [C:1]([CH:8]([NH2:12])[CH2:9][CH2:10][NH2:11])([O:3][C:4]([CH3:7])(C)C)=[O:2].C(ON1C(=O)CCC1=O)(OCC1[C:29]2[C:24](=[CH:25][CH:26]=[CH:27][CH:28]=2)[C:23]2[C:18]1=[CH:19][CH:20]=[CH:21][CH:22]=2)=O.CCN(C(C)C)C(C)C.[ClH:47]. Product: [ClH:47].[C:1]([CH:8]([NH2:12])[CH2:9][CH2:10][NH2:11])([O:3][CH2:4][CH:7]1[C:22]2[C:23](=[CH:18][CH:19]=[CH:20][CH:21]=2)[C:24]2[C:29]1=[CH:28][CH:27]=[CH:26][CH:25]=2)=[O:2]. The catalyst class is: 269. (3) The catalyst class is: 14. Product: [F:9][C:10]1[CH:11]=[CH:12][C:13](/[CH:16]=[N:7]/[OH:8])=[N:14][CH:15]=1. Reactant: C([O-])(=O)C.[Na+].Cl.[NH2:7][OH:8].[F:9][C:10]1[CH:11]=[CH:12][C:13]([CH:16]=O)=[N:14][CH:15]=1.C([O-])(O)=O.[Na+].